From a dataset of NCI-60 drug combinations with 297,098 pairs across 59 cell lines. Regression. Given two drug SMILES strings and cell line genomic features, predict the synergy score measuring deviation from expected non-interaction effect. (1) Drug 1: C1CN1P(=S)(N2CC2)N3CC3. Drug 2: CC1=C(C(=O)C2=C(C1=O)N3CC4C(C3(C2COC(=O)N)OC)N4)N. Cell line: OVCAR3. Synergy scores: CSS=14.1, Synergy_ZIP=-7.70, Synergy_Bliss=-3.49, Synergy_Loewe=-2.67, Synergy_HSA=-1.97. (2) Drug 1: C1=CC(=CC=C1C#N)C(C2=CC=C(C=C2)C#N)N3C=NC=N3. Drug 2: CC1=C(N=C(N=C1N)C(CC(=O)N)NCC(C(=O)N)N)C(=O)NC(C(C2=CN=CN2)OC3C(C(C(C(O3)CO)O)O)OC4C(C(C(C(O4)CO)O)OC(=O)N)O)C(=O)NC(C)C(C(C)C(=O)NC(C(C)O)C(=O)NCCC5=NC(=CS5)C6=NC(=CS6)C(=O)NCCC[S+](C)C)O. Cell line: MALME-3M. Synergy scores: CSS=11.3, Synergy_ZIP=-2.89, Synergy_Bliss=-0.379, Synergy_Loewe=0.329, Synergy_HSA=1.17. (3) Synergy scores: CSS=44.1, Synergy_ZIP=1.33, Synergy_Bliss=8.61, Synergy_Loewe=7.95, Synergy_HSA=9.38. Drug 1: C1CCC(CC1)NC(=O)N(CCCl)N=O. Drug 2: CCN(CC)CCCC(C)NC1=C2C=C(C=CC2=NC3=C1C=CC(=C3)Cl)OC. Cell line: SF-268. (4) Drug 1: CC1C(C(=O)NC(C(=O)N2CCCC2C(=O)N(CC(=O)N(C(C(=O)O1)C(C)C)C)C)C(C)C)NC(=O)C3=C4C(=C(C=C3)C)OC5=C(C(=O)C(=C(C5=N4)C(=O)NC6C(OC(=O)C(N(C(=O)CN(C(=O)C7CCCN7C(=O)C(NC6=O)C(C)C)C)C)C(C)C)C)N)C. Drug 2: CC1=C(C(=O)C2=C(C1=O)N3CC4C(C3(C2COC(=O)N)OC)N4)N. Cell line: BT-549. Synergy scores: CSS=23.0, Synergy_ZIP=-7.47, Synergy_Bliss=-3.04, Synergy_Loewe=-1.10, Synergy_HSA=-0.281. (5) Drug 1: C1=NC2=C(N=C(N=C2N1C3C(C(C(O3)CO)O)O)F)N. Drug 2: C1CC(C1)(C(=O)O)C(=O)O.[NH2-].[NH2-].[Pt+2]. Cell line: KM12. Synergy scores: CSS=14.0, Synergy_ZIP=-6.90, Synergy_Bliss=-6.17, Synergy_Loewe=1.34, Synergy_HSA=1.16. (6) Drug 1: C1=C(C(=O)NC(=O)N1)N(CCCl)CCCl. Drug 2: CC12CCC3C(C1CCC2O)C(CC4=C3C=CC(=C4)O)CCCCCCCCCS(=O)CCCC(C(F)(F)F)(F)F. Cell line: UO-31. Synergy scores: CSS=17.1, Synergy_ZIP=-5.94, Synergy_Bliss=-3.52, Synergy_Loewe=-2.47, Synergy_HSA=-2.38. (7) Drug 1: C1CCC(C1)C(CC#N)N2C=C(C=N2)C3=C4C=CNC4=NC=N3. Drug 2: C#CCC(CC1=CN=C2C(=N1)C(=NC(=N2)N)N)C3=CC=C(C=C3)C(=O)NC(CCC(=O)O)C(=O)O. Cell line: SK-MEL-28. Synergy scores: CSS=-2.24, Synergy_ZIP=1.52, Synergy_Bliss=1.98, Synergy_Loewe=-2.97, Synergy_HSA=-2.50. (8) Drug 1: C1=CC(=C2C(=C1NCCNCCO)C(=O)C3=C(C=CC(=C3C2=O)O)O)NCCNCCO. Drug 2: CS(=O)(=O)OCCCCOS(=O)(=O)C. Cell line: OVCAR3. Synergy scores: CSS=15.0, Synergy_ZIP=-3.01, Synergy_Bliss=-4.02, Synergy_Loewe=-13.3, Synergy_HSA=-4.18. (9) Drug 1: CC1=C(C=C(C=C1)NC2=NC=CC(=N2)N(C)C3=CC4=NN(C(=C4C=C3)C)C)S(=O)(=O)N.Cl. Drug 2: COC1=NC(=NC2=C1N=CN2C3C(C(C(O3)CO)O)O)N. Cell line: OVCAR-4. Synergy scores: CSS=0.341, Synergy_ZIP=0.178, Synergy_Bliss=-1.80, Synergy_Loewe=-4.79, Synergy_HSA=-3.64. (10) Drug 1: C1=C(C(=O)NC(=O)N1)F. Drug 2: CCCS(=O)(=O)NC1=C(C(=C(C=C1)F)C(=O)C2=CNC3=C2C=C(C=N3)C4=CC=C(C=C4)Cl)F. Cell line: A549. Synergy scores: CSS=56.7, Synergy_ZIP=8.53, Synergy_Bliss=6.09, Synergy_Loewe=1.01, Synergy_HSA=5.73.